This data is from Peptide-MHC class I binding affinity with 185,985 pairs from IEDB/IMGT. The task is: Regression. Given a peptide amino acid sequence and an MHC pseudo amino acid sequence, predict their binding affinity value. This is MHC class I binding data. (1) The peptide sequence is YSTVRDLFL. The MHC is HLA-A02:11 with pseudo-sequence HLA-A02:11. The binding affinity (normalized) is 0.0847. (2) The peptide sequence is LPTNAVVKM. The MHC is HLA-B53:01 with pseudo-sequence HLA-B53:01. The binding affinity (normalized) is 0.530. (3) The binding affinity (normalized) is 0.0847. The peptide sequence is ESENISEPY. The MHC is HLA-B15:17 with pseudo-sequence HLA-B15:17. (4) The peptide sequence is TPGPGTRYPL. The MHC is HLA-B44:02 with pseudo-sequence HLA-B44:02. The binding affinity (normalized) is 0. (5) The peptide sequence is ETALAIIRR. The MHC is HLA-B57:01 with pseudo-sequence HLA-B57:01. The binding affinity (normalized) is 0.0847.